From a dataset of Catalyst prediction with 721,799 reactions and 888 catalyst types from USPTO. Predict which catalyst facilitates the given reaction. (1) Reactant: F[C:2](F)(F)[CH2:3][CH2:4][C:5]([N:7]1[C:13]2(CC2)[CH2:12][CH2:11][N:10]([C:16]2[C:17]3[CH:24]=[CH:23][NH:22][C:18]=3[N:19]=[CH:20][N:21]=2)[CH2:9][CH2:8]1)=O.C([O-])([O-])=O.[K+].[K+].[CH2:33](Br)[CH2:34]CC. Product: [CH2:5]([N:7]1[CH2:8][CH2:9][N:10]([C:16]2[C:17]3[CH:24]=[CH:23][NH:22][C:18]=3[N:19]=[CH:20][N:21]=2)[CH2:11][C:12]2([CH2:34][CH2:33]2)[CH2:13]1)[CH2:4][CH2:3][CH3:2]. The catalyst class is: 3. (2) Product: [CH2:36]([O:38][C:39]1[C:48]([O:49][CH3:50])=[CH:47][C:46]2[C:45]([C:51]3[CH:52]=[CH:53][C:54]([C:55]([N:32]4[CH2:33][CH2:34][CH:29]([N:12]5[C:13](=[O:28])[C:14]6[S:18][C:17]([C:19]7[CH:24]=[CH:23][C:22]([F:25])=[CH:21][C:20]=7[O:26][CH3:27])=[CH:16][C:15]=6[N:10]([CH2:9][C:7]6[O:6][N:5]=[C:4]([CH2:2][CH3:3])[N:8]=6)[C:11]5=[O:35])[CH2:30][CH2:31]4)=[O:56])=[CH:58][CH:59]=3)=[N:44][C@@H:43]3[CH2:60][CH2:61][S:62][CH2:63][C@@H:42]3[C:41]=2[CH:40]=1)[CH3:37]. The catalyst class is: 2. Reactant: Cl.[CH2:2]([C:4]1[N:8]=[C:7]([CH2:9][N:10]2[C:15]3[CH:16]=[C:17]([C:19]4[CH:24]=[CH:23][C:22]([F:25])=[CH:21][C:20]=4[O:26][CH3:27])[S:18][C:14]=3[C:13](=[O:28])[N:12]([CH:29]3[CH2:34][CH2:33][NH:32][CH2:31][CH2:30]3)[C:11]2=[O:35])[O:6][N:5]=1)[CH3:3].[CH2:36]([O:38][C:39]1[C:48]([O:49][CH3:50])=[CH:47][C:46]2[C:45]([C:51]3[CH:59]=[CH:58][C:54]([C:55](O)=[O:56])=[CH:53][CH:52]=3)=[N:44][C@@H:43]3[CH2:60][CH2:61][S:62][CH2:63][C@@H:42]3[C:41]=2[CH:40]=1)[CH3:37].CN(C(ON1N=NC2C=CC=CC1=2)=[N+](C)C)C.F[P-](F)(F)(F)(F)F.CCN(C(C)C)C(C)C.